Dataset: Full USPTO retrosynthesis dataset with 1.9M reactions from patents (1976-2016). Task: Predict the reactants needed to synthesize the given product. (1) Given the product [OH:2][C:3]1[CH:8]=[CH:7][CH:6]=[CH:5][C:4]=1[CH2:9][C:10]([NH2:12])=[O:11], predict the reactants needed to synthesize it. The reactants are: C[O:2][C:3]1[CH:8]=[CH:7][CH:6]=[CH:5][C:4]=1[CH2:9][C:10]([NH2:12])=[O:11].B(Br)(Br)Br.O. (2) Given the product [Br:30][C:31]1[CH:36]=[CH:35][CH:34]=[CH:33][C:32]=1[NH:37][C:38]1[C:39]([C:44]2[CH:49]=[CH:48][CH:47]=[CH:46][CH:45]=2)=[CH:40][CH:41]=[CH:42][CH:43]=1.[CH:50]1[C:58]2[C:57]3[CH:59]=[CH:60][CH:61]=[CH:62][C:56]=3[S:55][C:54]=2[CH:53]=[CH:52][C:51]=1[C:31]1[CH:36]=[CH:35][CH:34]=[CH:33][C:32]=1[NH:37][C:38]1[C:39]([C:44]2[CH:49]=[CH:48][CH:47]=[CH:46][CH:45]=2)=[CH:40][CH:41]=[CH:42][CH:43]=1, predict the reactants needed to synthesize it. The reactants are: C1(P(C2CCCCC2)C2C=CC=CC=2C2C(OC)=CC=CC=2OC)CCCCC1.[Br:30][C:31]1[CH:36]=[CH:35][CH:34]=[CH:33][C:32]=1[NH:37][C:38]1[C:39]([C:44]2[CH:49]=[CH:48][CH:47]=[CH:46][CH:45]=2)=[CH:40][CH:41]=[CH:42][CH:43]=1.[CH:50]1[C:58]2[C:57]3[CH:59]=[CH:60][CH:61]=[CH:62][C:56]=3[S:55][C:54]=2[CH:53]=[CH:52][C:51]=1B(O)O.[O-]P([O-])([O-])=O.[K+].[K+].[K+].